This data is from Catalyst prediction with 721,799 reactions and 888 catalyst types from USPTO. The task is: Predict which catalyst facilitates the given reaction. Reactant: [Cl:1][C:2]1[CH:11]=[C:10]2[C:5]([CH:6]=[CH:7][C:8]([CH3:12])=[N:9]2)=[CH:4][C:3]=1[OH:13].[Br:14]Br. Product: [Br:14][C:4]1[C:3]([OH:13])=[C:2]([Cl:1])[CH:11]=[C:10]2[C:5]=1[CH:6]=[CH:7][C:8]([CH3:12])=[N:9]2. The catalyst class is: 15.